The task is: Regression. Given two drug SMILES strings and cell line genomic features, predict the synergy score measuring deviation from expected non-interaction effect.. This data is from NCI-60 drug combinations with 297,098 pairs across 59 cell lines. Drug 2: CN1C2=C(C=C(C=C2)N(CCCl)CCCl)N=C1CCCC(=O)O.Cl. Synergy scores: CSS=19.5, Synergy_ZIP=-6.04, Synergy_Bliss=-2.44, Synergy_Loewe=-3.50, Synergy_HSA=-0.738. Drug 1: CC(CN1CC(=O)NC(=O)C1)N2CC(=O)NC(=O)C2. Cell line: 786-0.